Predict the product of the given reaction. From a dataset of Forward reaction prediction with 1.9M reactions from USPTO patents (1976-2016). Given the reactants [F:1][C:2]1[CH:11]=[CH:10][C:9]2[CH:12]=[CH:13][C:14](=[O:15])[N:7]3[C:8]=2[C:3]=1[C:4]([OH:18])([CH2:16][OH:17])[CH2:5][CH2:6]3.C(N(CC)CC)C.[CH3:26][C:27]1[CH:32]=[CH:31][C:30]([S:33](Cl)(=[O:35])=[O:34])=[CH:29][CH:28]=1.C([Sn](=O)CCCC)CCC, predict the reaction product. The product is: [CH3:26][C:27]1[CH:32]=[CH:31][C:30]([S:33]([O:17][CH2:16][C:4]2([OH:18])[C:3]3[C:8]4=[C:9]([CH:12]=[CH:13][C:14](=[O:15])[N:7]4[CH2:6][CH2:5]2)[CH:10]=[CH:11][C:2]=3[F:1])(=[O:35])=[O:34])=[CH:29][CH:28]=1.